This data is from Full USPTO retrosynthesis dataset with 1.9M reactions from patents (1976-2016). The task is: Predict the reactants needed to synthesize the given product. (1) Given the product [Cl:15][C:11]1[CH:12]=[C:13]2[C:8](=[CH:9][CH:10]=1)[NH:7][C:6](=[O:16])[C:5]([C@@H:3]([NH:2][C:18]1[N:23]=[C:22]([N:24]([CH3:30])[C:25]([N:27]([CH3:29])[CH3:28])=[O:26])[CH:21]=[CH:20][N:19]=1)[CH3:4])=[CH:14]2, predict the reactants needed to synthesize it. The reactants are: Cl.[NH2:2][C@H:3]([C:5]1[C:6](=[O:16])[NH:7][C:8]2[C:13]([CH:14]=1)=[CH:12][C:11]([Cl:15])=[CH:10][CH:9]=2)[CH3:4].Cl[C:18]1[N:23]=[C:22]([N:24]([CH3:30])[C:25]([N:27]([CH3:29])[CH3:28])=[O:26])[CH:21]=[CH:20][N:19]=1.CCN(C(C)C)C(C)C.C([O-])([O-])=O.[Cs+].[Cs+]. (2) Given the product [Cl:12][C:10]1[C:9]2[C:4](=[C:5]([CH3:15])[C:6]([O:13][CH3:14])=[CH:7][CH:8]=2)[N:3]=[C:2]([C:21]2[CH:20]=[N:19][N:18]([CH2:16][CH3:17])[CH:22]=2)[CH:11]=1, predict the reactants needed to synthesize it. The reactants are: Cl[C:2]1[CH:11]=[C:10]([Cl:12])[C:9]2[C:4](=[C:5]([CH3:15])[C:6]([O:13][CH3:14])=[CH:7][CH:8]=2)[N:3]=1.[CH2:16]([N:18]1[CH:22]=[C:21](B2OC(C)(C)C(C)(C)O2)[CH:20]=[N:19]1)[CH3:17].C(=O)([O-])[O-].[K+].[K+]. (3) Given the product [OH:25][CH:4]1[CH2:3][C:2]([CH3:13])([CH3:1])[C:11]2[C:6](=[CH:7][CH:8]=[CH:9][CH:10]=2)[C:5]1=[O:12], predict the reactants needed to synthesize it. The reactants are: [CH3:1][C:2]1([CH3:13])[C:11]2[C:6](=[CH:7][CH:8]=[CH:9][CH:10]=2)[C:5](=[O:12])[CH2:4][CH2:3]1.[K].C[Si]([N-][Si](C)(C)C)(C)C.C(=O)(O)[O-:25].[Na+]. (4) Given the product [O:16]=[C:9]1[C:10]2[CH2:11][CH2:12][CH2:13][CH2:14][C:15]=2[C:6]([CH2:5][C:4]2[CH:3]=[C:2]([C:26]3[CH:25]=[CH:24][CH:23]=[C:22]([CH:20]=[O:21])[CH:27]=3)[CH:19]=[CH:18][CH:17]=2)=[N:7][NH:8]1, predict the reactants needed to synthesize it. The reactants are: Br[C:2]1[CH:3]=[C:4]([CH:17]=[CH:18][CH:19]=1)[CH2:5][C:6]1[C:15]2[CH2:14][CH2:13][CH2:12][CH2:11][C:10]=2[C:9](=[O:16])[NH:8][N:7]=1.[CH:20]([C:22]1[CH:23]=[C:24](B(O)O)[CH:25]=[CH:26][CH:27]=1)=[O:21].C(=O)([O-])[O-].[Na+].[Na+]. (5) Given the product [CH3:31][S:32]([C:35]1[CH:42]=[CH:41][C:38]([CH2:39][NH:1][CH2:2][C:3]2[C:4]([CH:9]3[CH2:10][CH2:11][N:12]([C:15]([O:17][C:18]([CH3:21])([CH3:20])[CH3:19])=[O:16])[CH2:13][CH2:14]3)=[N:5][CH:6]=[CH:7][CH:8]=2)=[CH:37][CH:36]=1)(=[O:33])=[O:34], predict the reactants needed to synthesize it. The reactants are: [NH2:1][CH2:2][C:3]1[C:4]([CH:9]2[CH2:14][CH2:13][N:12]([C:15]([O:17][C:18]([CH3:21])([CH3:20])[CH3:19])=[O:16])[CH2:11][CH2:10]2)=[N:5][CH:6]=[CH:7][CH:8]=1.C(N(C(C)C)CC)(C)C.[CH3:31][S:32]([C:35]1[CH:42]=[CH:41][C:38]([CH2:39]Br)=[CH:37][CH:36]=1)(=[O:34])=[O:33]. (6) Given the product [F:40][C:35]1[CH:34]=[C:33]([CH:38]=[CH:37][C:36]=1[F:39])[O:32][C:9]1[C:10]([C:14]2[CH:15]=[N:16][N:17]([CH:19]3[CH2:24][CH2:23][NH:22][CH2:21][CH2:20]3)[CH:18]=2)=[CH:11][CH:12]=[C:13]2[C:8]=1[CH2:7][CH2:6][C@H:5]([CH3:41])[N:4]2[C:1](=[O:3])[CH3:2], predict the reactants needed to synthesize it. The reactants are: [C:1]([N:4]1[C:13]2[C:8](=[C:9]([O:32][C:33]3[CH:38]=[CH:37][C:36]([F:39])=[C:35]([F:40])[CH:34]=3)[C:10]([C:14]3[CH:15]=[N:16][N:17]([CH:19]4[CH2:24][CH2:23][N:22](C(OC(C)(C)C)=O)[CH2:21][CH2:20]4)[CH:18]=3)=[CH:11][CH:12]=2)[CH2:7][CH2:6][C@@H:5]1[CH3:41])(=[O:3])[CH3:2].C(N1C2C(=C(OC3C=C(F)C=CC=3F)C(C3C=NN(C4CCN(C(OC(C)(C)C)=O)CC4)C=3)=CC=2)CC[C@@H]1C)(=O)C.FC(F)(F)C(O)=O.C(=O)([O-])[O-].[K+].[K+]. (7) Given the product [CH2:15]([NH:18][CH2:4][C:3]1[CH:6]=[CH:7][C:8]([C:10]([Cl:14])=[C:11]([Cl:13])[Cl:12])=[CH:9][C:2]=1[OH:1])[CH2:16][CH3:17], predict the reactants needed to synthesize it. The reactants are: [OH:1][C:2]1[CH:9]=[C:8]([C:10]([Cl:14])=[C:11]([Cl:13])[Cl:12])[CH:7]=[CH:6][C:3]=1[CH:4]=O.[CH2:15]([NH2:18])[CH2:16][CH3:17].C(O[BH-](OC(=O)C)OC(=O)C)(=O)C.[Na+].